Dataset: Reaction yield outcomes from USPTO patents with 853,638 reactions. Task: Predict the reaction yield, written as a fraction of the theoretical maximum amount of product (1.0 means a 100% yield; for example, 0.34 means a 34% yield). (1) The reactants are C(=O)([O-])[O-].[K+].[K+].[Br:7][C:8]1[CH:13]=[CH:12][CH:11]=[CH:10][C:9]=1B(O)O.Br[C:18]1[CH:27]=[CH:26][C:25]2[C:20](=[CH:21][CH:22]=[CH:23][CH:24]=2)[CH:19]=1.N#N.C1(P(C2C=CC=CC=2)C2C=CC=CC=2)C=CC=CC=1. The catalyst is C([O-])(=O)C.[Pd+2].C([O-])(=O)C.COCCOC.O. The product is [Br:7][C:8]1[CH:13]=[CH:12][CH:11]=[CH:10][C:9]=1[C:18]1[CH:27]=[CH:26][C:25]2[C:20](=[CH:21][CH:22]=[CH:23][CH:24]=2)[CH:19]=1. The yield is 0.780. (2) The reactants are [F:1][C:2]1[CH:10]=[C:9]2[C:5]([CH2:6][C:7](=[O:11])[NH:8]2)=[CH:4][CH:3]=1.[Li]CCCC.CCCCCC.[CH3:23][O:24][C:25]1[CH:43]=[C:42]([O:44][CH3:45])[CH:41]=[CH:40][C:26]=1[CH2:27][N:28]([CH3:39])[C:29]1[CH:30]=[C:31]2[C:35](=[CH:36][CH:37]=1)[C:34](=O)[O:33][CH2:32]2.Cl.[OH-].[Na+]. The catalyst is C(COC)OC.C1C=CC=CC=1. The product is [CH3:23][O:24][C:25]1[CH:43]=[C:42]([O:44][CH3:45])[CH:41]=[CH:40][C:26]=1[CH2:27][N:28]([CH3:39])[C:29]1[CH:30]=[C:31]2[C:35](=[CH:36][CH:37]=1)[C:34](=[C:6]1[C:5]3[C:9](=[CH:10][C:2]([F:1])=[CH:3][CH:4]=3)[NH:8][C:7]1=[O:11])[O:33][CH2:32]2. The yield is 0.640. (3) The reactants are [C:1]([O:9][CH2:10][C:11]1([CH2:17]O)[O:16][CH2:15][CH2:14][CH2:13][O:12]1)(=[O:8])[C:2]1[CH:7]=[CH:6][CH:5]=[CH:4][CH:3]=1.[F:19]C(F)(C(F)(F)F)C(F)(F)C(F)(F)S(Cl)(=O)=O. The catalyst is C1(C)C=CC=CC=1. The product is [C:1]([O:9][CH2:10][C:11]1([CH2:17][F:19])[O:16][CH2:15][CH2:14][CH2:13][O:12]1)(=[O:8])[C:2]1[CH:7]=[CH:6][CH:5]=[CH:4][CH:3]=1. The yield is 0.464. (4) The reactants are [O:1]=[C:2]1[C:10]2([CH2:14][O:13][C:12]3[CH:15]=[C:16]4[C:20](=[CH:21][C:11]2=3)[CH2:19][CH2:18][O:17]4)[C:9]2[C:4](=[CH:5][CH:6]=[CH:7][CH:8]=2)[N:3]1[CH2:22][C:23]1[CH:24]=[C:25]([CH:33]=[CH:34][CH:35]=1)[O:26][CH2:27][C:28]([O:30]CC)=[O:29].O.[OH-].[Li+]. The catalyst is O1CCCC1.O. The product is [O:1]=[C:2]1[C:10]2([CH2:14][O:13][C:12]3[CH:15]=[C:16]4[C:20](=[CH:21][C:11]2=3)[CH2:19][CH2:18][O:17]4)[C:9]2[C:4](=[CH:5][CH:6]=[CH:7][CH:8]=2)[N:3]1[CH2:22][C:23]1[CH:24]=[C:25]([CH:33]=[CH:34][CH:35]=1)[O:26][CH2:27][C:28]([OH:30])=[O:29]. The yield is 0.950. (5) The reactants are C(N1C=CN=C1)(N1C=CN=C1)=O.[CH2:13]([O:20][C:21]1[CH:29]=[C:28]([O:30][CH2:31][C:32]2[CH:37]=[CH:36][CH:35]=[CH:34][CH:33]=2)[C:27]([C:38]([CH3:40])=[CH2:39])=[CH:26][C:22]=1[C:23](O)=[O:24])[C:14]1[CH:19]=[CH:18][CH:17]=[CH:16][CH:15]=1.[CH3:41][N:42]1[CH2:47][CH2:46][N:45]([CH2:48][C:49]2[CH:50]=[C:51]3[C:55](=[CH:56][CH:57]=2)[CH2:54][NH:53][CH2:52]3)[CH2:44][CH2:43]1. The catalyst is CN(C=O)C. The product is [CH2:13]([O:20][C:21]1[CH:29]=[C:28]([O:30][CH2:31][C:32]2[CH:33]=[CH:34][CH:35]=[CH:36][CH:37]=2)[C:27]([C:38]([CH3:40])=[CH2:39])=[CH:26][C:22]=1[C:23]([N:53]1[CH2:52][C:51]2[C:55](=[CH:56][CH:57]=[C:49]([CH2:48][N:45]3[CH2:46][CH2:47][N:42]([CH3:41])[CH2:43][CH2:44]3)[CH:50]=2)[CH2:54]1)=[O:24])[C:14]1[CH:15]=[CH:16][CH:17]=[CH:18][CH:19]=1. The yield is 0.770.